From a dataset of Full USPTO retrosynthesis dataset with 1.9M reactions from patents (1976-2016). Predict the reactants needed to synthesize the given product. (1) Given the product [Br:1][C:2]1[CH:3]=[CH:4][C:5]2[C:6]3[N:14]([CH2:15][CH2:16][CH2:17][O:18][N:56]4[C:60](=[O:61])[C:59]5[C:58](=[CH:65][CH:64]=[CH:63][CH:62]=5)[C:57]4=[O:66])[C:13]([CH2:19][CH2:20][CH3:21])=[N:12][C:7]=3[CH:8]=[N:9][C:10]=2[CH:11]=1, predict the reactants needed to synthesize it. The reactants are: [Br:1][C:2]1[CH:3]=[CH:4][C:5]2[C:6]3[N:14]([CH2:15][CH2:16][CH2:17][OH:18])[C:13]([CH2:19][CH2:20][CH3:21])=[N:12][C:7]=3[CH:8]=[N:9][C:10]=2[CH:11]=1.C1(P(C2C=CC=CC=2)C2C=CC=CC=2)C=CC=CC=1.N(C(OC(C)C)=O)=NC(OC(C)C)=O.O[N:56]1[C:60](=[O:61])[C:59]2=[CH:62][CH:63]=[CH:64][CH:65]=[C:58]2[C:57]1=[O:66]. (2) Given the product [C:23]([O:27][C:28](=[O:32])[CH2:29][CH2:30][NH:31][C:16](=[O:18])[CH2:15][N:14]1[C:13]2[C:8]([C:9](=[O:20])[NH:10][C:11](=[O:19])[N:12]=2)=[N:7][C:6]2[CH:21]=[C:2]([CH3:1])[C:3]([CH3:22])=[CH:4][C:5]1=2)([CH3:26])([CH3:25])[CH3:24], predict the reactants needed to synthesize it. The reactants are: [CH3:1][C:2]1[C:3]([CH3:22])=[CH:4][C:5]2[N:14]([CH2:15][C:16]([OH:18])=O)[C:13]3[C:8]([C:9](=[O:20])[NH:10][C:11](=[O:19])[N:12]=3)=[N:7][C:6]=2[CH:21]=1.[C:23]([O:27][C:28](=[O:32])[CH2:29][CH2:30][NH2:31])([CH3:26])([CH3:25])[CH3:24].CCN(C(C)C)C(C)C.CN(C(ON1N=NC2C=CC=NC1=2)=[N+](C)C)C.F[P-](F)(F)(F)(F)F. (3) Given the product [C:1]1([C:29]2[CH:34]=[CH:33][CH:32]=[CH:31][CH:30]=2)[CH:6]=[CH:5][C:4]([C:7]2[N:12]=[C:11]3[N:13]=[C:14]([O:51][C@H:48]4[CH2:49][O:50][C@H:44]([CH2:43][OH:42])[C@@H:45]([OH:46])[C@@H:47]4[OH:52])[NH:15][C:10]3=[CH:9][C:8]=2[Cl:28])=[CH:3][CH:2]=1, predict the reactants needed to synthesize it. The reactants are: [C:1]1([C:29]2[CH:34]=[CH:33][CH:32]=[CH:31][CH:30]=2)[CH:6]=[CH:5][C:4]([C:7]2[N:12]=[C:11]3[N:13]=[C:14](S(C)(=O)=O)[N:15](COCC[Si](C)(C)C)[C:10]3=[CH:9][C:8]=2[Cl:28])=[CH:3][CH:2]=1.C1(C2[O:46][C@H:45]3[C@H:47]([OH:52])[C@@H:48]([OH:51])[CH2:49][O:50][C@@H:44]3[CH2:43][O:42]2)C=CC=CC=1.C(=O)([O-])[O-].[Cs+].[Cs+].O.